This data is from CYP2C19 inhibition data for predicting drug metabolism from PubChem BioAssay. The task is: Regression/Classification. Given a drug SMILES string, predict its absorption, distribution, metabolism, or excretion properties. Task type varies by dataset: regression for continuous measurements (e.g., permeability, clearance, half-life) or binary classification for categorical outcomes (e.g., BBB penetration, CYP inhibition). Dataset: cyp2c19_veith. (1) The drug is CCCC[C@@H]1C[C@H]1C(NC(=O)c1ccco1)c1ccc(C(=O)OC)cc1. The result is 1 (inhibitor). (2) The drug is CC(=O)Oc1c(S(=O)(=O)c2ccc(C)cc2)c(C)nn1C(C)(C)C. The result is 1 (inhibitor).